This data is from HIV replication inhibition screening data with 41,000+ compounds from the AIDS Antiviral Screen. The task is: Binary Classification. Given a drug SMILES string, predict its activity (active/inactive) in a high-throughput screening assay against a specified biological target. (1) The drug is N=C(CSS(=O)(=O)O)NCCc1ccc(O)cc1. The result is 0 (inactive). (2) The molecule is CCOC(=O)c1cc(-c2ccc(Cl)cc2)c([N+](=O)[O-])n1C. The result is 0 (inactive). (3) The drug is CC(=O)NCCSSCCCCS(=O)O. The result is 0 (inactive). (4) The compound is O=C1C(Cl)C(c2ccc([N+](=O)[O-])cc2)N1n1cnc2ccccc2c1=O. The result is 0 (inactive). (5) The compound is O=[N+]([O-])c1ccc2c(c1)OCCOCCOc1ccc([N+](=O)[O-])cc1OCCOCCO2. The result is 0 (inactive). (6) The molecule is O=C(CC(=O)Nc1cccc(Cl)c1)NNCC(=O)Nc1nnc(-c2ccccc2)s1. The result is 0 (inactive).